From a dataset of Retrosynthesis with 50K atom-mapped reactions and 10 reaction types from USPTO. Predict the reactants needed to synthesize the given product. (1) Given the product CC1CN(c2ccc(NC(=O)C3=C(c4ccc(C(F)(F)F)cc4)CCCC3)cc2)CCN1Cc1cccc(C#N)c1, predict the reactants needed to synthesize it. The reactants are: CC1CN(c2ccc(NC(=O)C3=C(c4ccc(C(F)(F)F)cc4)CCCC3)cc2)CCN1.N#Cc1cccc(C=O)c1. (2) Given the product NC(=O)C1CCOCC1, predict the reactants needed to synthesize it. The reactants are: COC(=O)C1CCOCC1.N. (3) Given the product COc1ccc(Cn2c(=O)c(-c3cccs3)c(OCC3CCOCC3)c3cc(Br)ccc32)cc1, predict the reactants needed to synthesize it. The reactants are: BrCC1CCOCC1.COc1ccc(Cn2c(=O)c(-c3cccs3)c(O)c3cc(Br)ccc32)cc1. (4) Given the product COc1ccc2c(c1)CCN(C(=O)C(F)(F)F)C2C1CCCCC1, predict the reactants needed to synthesize it. The reactants are: COc1ccc2c(c1)CCNC2C1CCCCC1.O=C(OC(=O)C(F)(F)F)C(F)(F)F. (5) Given the product N#Cc1ccc(Nc2ncc(C#CCCCN3C(=O)c4ccccc4C3=O)c(N3CCC3)n2)cc1, predict the reactants needed to synthesize it. The reactants are: N#Cc1ccc(Nc2ncc(C#CCCCN3C(=O)c4ccccc4C3=O)c(NCCCO)n2)cc1. (6) Given the product CN(C(=O)N(C)[C@@H]1CN(C(=O)[C@H]2CC[C@H](NC(=O)OC(C)(C)C)CC2)C[C@H]1c1ccc(F)cc1)c1cc(C(F)(F)F)cc(C(F)(F)F)c1, predict the reactants needed to synthesize it. The reactants are: CC(C)(C)OC(=O)N[C@H]1CC[C@H](C(=O)O)CC1.CN(C(=O)N(C)[C@@H]1CNC[C@H]1c1ccc(F)cc1)c1cc(C(F)(F)F)cc(C(F)(F)F)c1. (7) Given the product COc1cc(C(=O)NCCN(C)C)ccc1N, predict the reactants needed to synthesize it. The reactants are: COc1cc(C(=O)NCCN(C)C)ccc1[N+](=O)[O-].